This data is from Reaction yield outcomes from USPTO patents with 853,638 reactions. The task is: Predict the reaction yield, written as a fraction of the theoretical maximum amount of product (1.0 means a 100% yield; for example, 0.34 means a 34% yield). (1) The reactants are [C:1]([O:4][CH:5]1[C:9]2=[N:10][CH:11]=[C:12]([NH2:28])[C:13]([N:14]3[CH2:19][CH2:18][CH2:17][C@H:16]([NH:20][C:21]([O:23][C:24]([CH3:27])([CH3:26])[CH3:25])=[O:22])[CH2:15]3)=[C:8]2[CH2:7][CH2:6]1)(=[O:3])[CH3:2].[CH2:29]([O:36][C:37]([NH:39][C:40]1[C:41]([C:52](O)=[O:53])=[N:42][C:43]2[C:48]([CH:49]=1)=[CH:47][CH:46]=[C:45]([CH2:50][CH3:51])[CH:44]=2)=[O:38])[C:30]1[CH:35]=[CH:34][CH:33]=[CH:32][CH:31]=1.CN(C(ON1N=NC2C=CC=NC1=2)=[N+](C)C)C.F[P-](F)(F)(F)(F)F.CCN(C(C)C)C(C)C. The catalyst is CN(C=O)C. The product is [C:1]([O:4][CH:5]1[C:9]2=[N:10][CH:11]=[C:12]([NH:28][C:52]([C:41]3[C:40]([NH:39][C:37]([O:36][CH2:29][C:30]4[CH:35]=[CH:34][CH:33]=[CH:32][CH:31]=4)=[O:38])=[CH:49][C:48]4[C:43](=[CH:44][C:45]([CH2:50][CH3:51])=[CH:46][CH:47]=4)[N:42]=3)=[O:53])[C:13]([N:14]3[CH2:19][CH2:18][CH2:17][C@H:16]([NH:20][C:21]([O:23][C:24]([CH3:27])([CH3:26])[CH3:25])=[O:22])[CH2:15]3)=[C:8]2[CH2:7][CH2:6]1)(=[O:3])[CH3:2]. The yield is 0.400. (2) The product is [CH3:3][C:4]1([CH3:11])[O:8][CH:7]([CH2:9][O:10][CH2:28][CH2:27][CH2:26][CH2:25][CH2:24][CH2:23][CH2:22][CH2:21][CH2:20][CH2:19][CH2:18][CH2:17][CH2:16][CH2:15][CH2:14][CH3:13])[CH2:6][O:5]1. The reactants are [H-].[Na+].[CH3:3][C:4]1([CH3:11])[O:8][CH:7]([CH2:9][OH:10])[CH2:6][O:5]1.Br[CH2:13][CH2:14][CH2:15][CH2:16][CH2:17][CH2:18][CH2:19][CH2:20][CH2:21][CH2:22][CH2:23][CH2:24][CH2:25][CH2:26][CH2:27][CH3:28]. The yield is 0.570. The catalyst is CN(C)C=O.